The task is: Predict the product of the given reaction.. This data is from Forward reaction prediction with 1.9M reactions from USPTO patents (1976-2016). (1) The product is: [CH2:1]([O:3][CH2:4][C:5]1[N:6]([CH2:19][C:20]([CH3:21])([O:22][CH2:23][CH2:24][S:25]([CH3:28])(=[O:27])=[O:26])[CH3:29])[C:7]2[C:16]3[CH2:15][CH2:14][CH2:13][CH2:12][C:11]=3[N:10]=[C:9]([NH2:17])[C:8]=2[N:18]=1)[CH3:2]. Given the reactants [CH2:1]([O:3][CH2:4][C:5]1[N:6]([CH2:19][C:20]([CH3:29])([O:22][CH2:23][CH2:24][S:25]([CH3:28])(=[O:27])=[O:26])[CH3:21])[C:7]2[C:16]3[CH:15]=[CH:14][CH:13]=[CH:12][C:11]=3[N:10]=[C:9]([NH2:17])[C:8]=2[N:18]=1)[CH3:2].[H][H].[OH-].[Na+], predict the reaction product. (2) Given the reactants [NH:1]1[C:9]2[C:4](=[CH:5][C:6]([O:10][C:11]3[C:20]4[C:15](=[CH:16][C:17]([O:23][CH2:24][C@H:25]5[CH2:27][O:26]5)=[C:18]([O:21][CH3:22])[CH:19]=4)[N:14]=[CH:13][N:12]=3)=[CH:7][CH:8]=2)[CH:3]=[CH:2]1.[CH:28]([NH:31][CH:32]([CH3:34])[CH3:33])([CH3:30])[CH3:29], predict the reaction product. The product is: [OH:26][C@H:25]([CH2:27][N:31]([CH:32]([CH3:34])[CH3:33])[CH:28]([CH3:30])[CH3:29])[CH2:24][O:23][C:17]1[CH:16]=[C:15]2[C:20]([C:11]([O:10][C:6]3[CH:5]=[C:4]4[C:9](=[CH:8][CH:7]=3)[NH:1][CH:2]=[CH:3]4)=[N:12][CH:13]=[N:14]2)=[CH:19][C:18]=1[O:21][CH3:22]. (3) Given the reactants Cl[C:2]([O:4][CH3:5])=[O:3].C([O-])([O-])=O.[Na+].[Na+].[NH2:12][CH2:13][C:14]([OH:16])=[O:15].[OH-].[Na+], predict the reaction product. The product is: [CH3:5][O:4][C:2]([NH:12][CH2:13][C:14]([OH:16])=[O:15])=[O:3]. (4) Given the reactants C([O:5][C:6](=[O:37])[C:7]([CH3:36])([O:9][C:10]1[CH:35]=[CH:34][C:13]([C:14]([O:16][CH2:17][C:18]2[N:22]([CH2:23][CH2:24][CH3:25])[N:21]=[C:20]([CH2:26][C:27]3[CH:32]=[CH:31][C:30]([CH3:33])=[CH:29][CH:28]=3)[CH:19]=2)=[O:15])=[CH:12][CH:11]=1)[CH3:8])(C)(C)C.Cl.O1CCOCC1, predict the reaction product. The product is: [CH3:8][C:7]([O:9][C:10]1[CH:11]=[CH:12][C:13]([C:14]([O:16][CH2:17][C:18]2[N:22]([CH2:23][CH2:24][CH3:25])[N:21]=[C:20]([CH2:26][C:27]3[CH:32]=[CH:31][C:30]([CH3:33])=[CH:29][CH:28]=3)[CH:19]=2)=[O:15])=[CH:34][CH:35]=1)([CH3:36])[C:6]([OH:37])=[O:5]. (5) Given the reactants [Cl:1][C:2]1[CH:3]=[C:4]([C:19]([O:21]C)=[O:20])[C:5](=[O:18])[NH:6][C:7]=1[C:8]([F:17])([F:16])[C:9]([F:15])([F:14])[C:10]([F:13])([F:12])[F:11].[OH-].[Li+], predict the reaction product. The product is: [Cl:1][C:2]1[CH:3]=[C:4]([C:19]([OH:21])=[O:20])[C:5](=[O:18])[NH:6][C:7]=1[C:8]([F:16])([F:17])[C:9]([F:15])([F:14])[C:10]([F:12])([F:13])[F:11]. (6) Given the reactants CN(C=O)C.[C:6]([O:10][C:11](=[O:47])[NH:12][C:13]1([C:17]2[CH:22]=[CH:21][C:20]([C:23]3[N:24]=[C:25]4[CH:30]=[CH:29][C:28](B5OC(C)(C)C(C)(C)O5)=[CH:27][N:26]4[C:40]=3[C:41]3[CH:46]=[CH:45][CH:44]=[CH:43][CH:42]=3)=[CH:19][CH:18]=2)[CH2:16][CH2:15][CH2:14]1)([CH3:9])([CH3:8])[CH3:7].[CH2:48]([O:55][C:56]1[C:61](Br)=[CH:60][CH:59]=[CH:58][N:57]=1)[C:49]1[CH:54]=[CH:53][CH:52]=[CH:51][CH:50]=1.C(=O)([O-])[O-].[Na+].[Na+], predict the reaction product. The product is: [C:6]([O:10][C:11](=[O:47])[NH:12][C:13]1([C:17]2[CH:22]=[CH:21][C:20]([C:23]3[N:24]=[C:25]4[CH:30]=[CH:29][C:28]([C:61]5[C:56]([O:55][CH2:48][C:49]6[CH:50]=[CH:51][CH:52]=[CH:53][CH:54]=6)=[N:57][CH:58]=[CH:59][CH:60]=5)=[CH:27][N:26]4[C:40]=3[C:41]3[CH:42]=[CH:43][CH:44]=[CH:45][CH:46]=3)=[CH:19][CH:18]=2)[CH2:14][CH2:15][CH2:16]1)([CH3:8])([CH3:7])[CH3:9]. (7) Given the reactants [Cl:1][C:2]1[CH:3]=[CH:4][C:5]([N:8]2[CH:12]=[C:11]([CH2:13][CH2:14][CH2:15][OH:16])[C:10]([CH:17]([CH2:20][CH3:21])[CH2:18][CH3:19])=[N:9]2)=[N:6][CH:7]=1.[CH2:22]([O:24][C:25]1[C:26](O)=[C:27]([CH2:31][C:32]([O:34]C)=[O:33])[CH:28]=[CH:29][CH:30]=1)[CH3:23].C(P(CCCC)CCCC)CCC.N(C(N1CCCCC1)=O)=NC(N1CCCCC1)=O, predict the reaction product. The product is: [Cl:1][C:2]1[CH:3]=[CH:4][C:5]([N:8]2[CH:12]=[C:11]([CH2:13][CH2:14][CH2:15][O:16][C:26]3[C:25]([O:24][CH2:22][CH3:23])=[CH:30][CH:29]=[CH:28][C:27]=3[CH2:31][C:32]([OH:34])=[O:33])[C:10]([CH:17]([CH2:20][CH3:21])[CH2:18][CH3:19])=[N:9]2)=[N:6][CH:7]=1.